From a dataset of Reaction yield outcomes from USPTO patents with 853,638 reactions. Predict the reaction yield, written as a fraction of the theoretical maximum amount of product (1.0 means a 100% yield; for example, 0.34 means a 34% yield). (1) The reactants are [CH3:1][O:2][C:3]1[CH:19]=[CH:18][CH:17]=[CH:16][C:4]=1[CH2:5][NH:6][C:7]1[CH:12]=[CH:11][CH:10]=[CH:9][C:8]=1[N+:13]([O-])=O.C(O)C.[H][H]. The catalyst is C(OCC)(=O)C.[Pd]. The product is [CH3:1][O:2][C:3]1[CH:19]=[CH:18][CH:17]=[CH:16][C:4]=1[CH2:5][NH:6][C:7]1[C:8]([NH2:13])=[CH:9][CH:10]=[CH:11][CH:12]=1. The yield is 0.920. (2) The reactants are Cl.[CH3:2][C:3]1([CH3:31])[CH2:7][CH:6]2[CH:8]([CH3:30])[C:9]([S:14]([NH:17][C:18](=[NH:29])[NH:19][CH2:20][CH2:21][CH2:22][C@@H:23]([C:25]([O:27][CH3:28])=[O:26])[NH2:24])(=[O:16])=[O:15])=[C:10]([CH3:13])[C:11]([CH3:12])=[C:5]2[O:4]1.C(N(CC)CC)C.[F:39][C:40]1[CH:50]=[CH:49][CH:48]=[CH:47][C:41]=1[CH:42]=[CH:43][C:44](O)=[O:45].CCN=C=NCCCN(C)C.Cl. The yield is 0.990. The catalyst is C(Cl)Cl. The product is [F:39][C:40]1[CH:50]=[CH:49][CH:48]=[CH:47][C:41]=1[CH:42]=[CH:43][C:44]([NH:24][C@H:23]([C:25]([O:27][CH3:28])=[O:26])[CH2:22][CH2:21][CH2:20][NH:19][C:18](=[NH:29])[NH:17][S:14]([C:9]1[CH:8]([CH3:30])[CH:6]2[CH2:7][C:3]([CH3:31])([CH3:2])[O:4][C:5]2=[C:11]([CH3:12])[C:10]=1[CH3:13])(=[O:15])=[O:16])=[O:45]. (3) The reactants are [Cl:1][C:2]1[CH:7]=[C:6]([N+:8]([O-])=O)[CH:5]=[C:4]([Cl:11])[C:3]=1[S:12][C:13](=[O:17])[N:14]([CH3:16])[CH3:15].O. The catalyst is C(O)(=O)C.CC(O)C.[Fe]. The product is [NH2:8][C:6]1[CH:5]=[C:4]([Cl:11])[C:3]([S:12][C:13](=[O:17])[N:14]([CH3:16])[CH3:15])=[C:2]([Cl:1])[CH:7]=1. The yield is 0.930. (4) The reactants are C(O[C:6]([N:8]1[CH2:13][CH2:12][N:11]([C:14]2[C:15](=[O:33])[N:16]([CH2:29][CH:30]([CH3:32])[CH3:31])[N:17]=[C:18]([C:21]3[CH:26]=[CH:25][C:24](C)=[C:23](F)[CH:22]=3)[C:19]=2[CH3:20])[CH2:10][CH2:9]1)=O)(C)(C)C.C(N1C(=O)C(C[O:46][S:47]([CH3:50])(=O)=O)=CC(C2C=CC(S(C)=O)=CC=2)=N1)C(C)C.CN1CCNCC1. No catalyst specified. The product is [CH2:29]([N:16]1[C:15](=[O:33])[C:14]([N:11]2[CH2:12][CH2:13][N:8]([CH3:6])[CH2:9][CH2:10]2)=[C:19]([CH3:20])[C:18]([C:21]2[CH:26]=[CH:25][C:24]([S:47]([CH3:50])=[O:46])=[CH:23][CH:22]=2)=[N:17]1)[CH:30]([CH3:32])[CH3:31]. The yield is 0.618. (5) The reactants are [C:1]([C:4]1[C:9]([NH:10][C:11]([C:13]2[N:14]=[C:15]([NH:18][CH:19]([CH3:21])[CH3:20])[O:16][CH:17]=2)=O)=[C:8]([Cl:22])[C:7]([O:23][CH3:24])=[CH:6][CH:5]=1)(=[O:3])[CH3:2].[H-].[Na+].C1COCC1.Cl. The catalyst is C1(C)C=CC=CC=1.CCOCC.O.CC#N. The product is [Cl:22][C:8]1[C:7]([O:23][CH3:24])=[CH:6][CH:5]=[C:4]2[C:9]=1[N:10]=[C:11]([C:13]1[N:14]=[C:15]([NH:18][CH:19]([CH3:21])[CH3:20])[O:16][CH:17]=1)[CH:2]=[C:1]2[OH:3]. The yield is 1.00. (6) The reactants are CO.[CH3:3][C:4]1([CH3:31])[CH2:8][C:7]2[C:9]([CH3:30])=[C:10]([N:15]3[CH2:20][CH2:19][N:18]([C:21]4[CH:26]=[CH:25][C:24]([C:27](=[O:29])[CH3:28])=[CH:23][CH:22]=4)[CH2:17][CH2:16]3)[C:11]([CH3:14])=[C:12]([CH3:13])[C:6]=2[O:5]1.[BH4-].[Na+]. The catalyst is O. The product is [CH3:31][C:4]1([CH3:3])[CH2:8][C:7]2[C:9]([CH3:30])=[C:10]([N:15]3[CH2:20][CH2:19][N:18]([C:21]4[CH:22]=[CH:23][C:24]([CH:27]([OH:29])[CH3:28])=[CH:25][CH:26]=4)[CH2:17][CH2:16]3)[C:11]([CH3:14])=[C:12]([CH3:13])[C:6]=2[O:5]1. The yield is 0.600. (7) The reactants are C(N(CC)CC)C.C1C=CC2N(O)N=NC=2C=1.Cl.[NH2:19][CH:20]1[CH2:29][C:28]2[C:23](=[CH:24][CH:25]=[C:26]([F:30])[CH:27]=2)[NH:22][C:21]1=[O:31].CCN=C=NCCCN(C)C.[Cl:43][C:44]1[CH:45]=[C:46]2[C:50](=[CH:51][CH:52]=1)[NH:49][C:48]([C:53](O)=[O:54])=[CH:47]2. The yield is 0.850. The product is [Cl:43][C:44]1[CH:45]=[C:46]2[C:50](=[CH:51][CH:52]=1)[NH:49][C:48]([C:53]([NH:19][CH:20]1[CH2:29][C:28]3[C:23](=[CH:24][CH:25]=[C:26]([F:30])[CH:27]=3)[NH:22][C:21]1=[O:31])=[O:54])=[CH:47]2. The catalyst is CN(C=O)C.O. (8) The reactants are [CH2:1]([O:3][C:4](=[O:19])[C:5]1[CH:10]=[CH:9][C:8]([O:11][C:12]2[CH:17]=[CH:16][C:15](I)=[CH:14][CH:13]=2)=[CH:7][CH:6]=1)[CH3:2].[S:20]1[CH:24]=[CH:23][C:22](B(O)O)=[CH:21]1.C([O-])([O-])=O.[K+].[K+]. The catalyst is CCO.C1C=CC([P]([Pd]([P](C2C=CC=CC=2)(C2C=CC=CC=2)C2C=CC=CC=2)([P](C2C=CC=CC=2)(C2C=CC=CC=2)C2C=CC=CC=2)[P](C2C=CC=CC=2)(C2C=CC=CC=2)C2C=CC=CC=2)(C2C=CC=CC=2)C2C=CC=CC=2)=CC=1. The product is [CH2:1]([O:3][C:4](=[O:19])[C:5]1[CH:10]=[CH:9][C:8]([O:11][C:12]2[CH:17]=[CH:16][C:15]([C:22]3[CH:23]=[CH:24][S:20][CH:21]=3)=[CH:14][CH:13]=2)=[CH:7][CH:6]=1)[CH3:2]. The yield is 0.910. (9) The reactants are Cl.[Cl:2][C:3]1[CH:21]=[CH:20][CH:19]=[CH:18][C:4]=1[CH:5]([O:13][CH:14]1[CH2:17][NH:16][CH2:15]1)[C:6]1[CH:11]=[CH:10][C:9]([Cl:12])=[CH:8][CH:7]=1.[C:22]1([S:28]([N:31]=[C:32]=[O:33])(=[O:30])=[O:29])[CH:27]=[CH:26][CH:25]=[CH:24][CH:23]=1.C(=O)([O-])[O-]. The catalyst is ClCCl. The product is [Cl:2][C:3]1[CH:21]=[CH:20][CH:19]=[CH:18][C:4]=1[CH:5]([O:13][CH:14]1[CH2:17][N:16]([C:32]([NH:31][S:28]([C:22]2[CH:23]=[CH:24][CH:25]=[CH:26][CH:27]=2)(=[O:30])=[O:29])=[O:33])[CH2:15]1)[C:6]1[CH:7]=[CH:8][C:9]([Cl:12])=[CH:10][CH:11]=1. The yield is 0.180. (10) The catalyst is CO. The yield is 0.760. The product is [ClH:30].[CH3:26][NH:27][CH2:22][C:13]1[CH:14]=[C:15]([C:16]2[CH:17]=[CH:18][CH:19]=[CH:20][CH:21]=2)[N:11]([S:8]([C:3]2[CH:4]=[CH:5][CH:6]=[CH:7][C:2]=2[CH3:1])(=[O:10])=[O:9])[CH:12]=1. The reactants are [CH3:1][C:2]1[CH:7]=[CH:6][CH:5]=[CH:4][C:3]=1[S:8]([N:11]1[C:15]([C:16]2[CH:21]=[CH:20][CH:19]=[CH:18][CH:17]=2)=[CH:14][C:13]([CH:22]=O)=[CH:12]1)(=[O:10])=[O:9].CO.[CH3:26][NH2:27].[BH4-].[Na+].[ClH:30].C(=O)([O-])O.[Na+].